Dataset: Full USPTO retrosynthesis dataset with 1.9M reactions from patents (1976-2016). Task: Predict the reactants needed to synthesize the given product. (1) Given the product [C:29]1([CH2:28][CH2:27][O:26][C:16]2[CH:17]=[C:18]([N:21]3[CH2:22][CH2:23][CH2:24][CH2:25]3)[CH:19]=[CH:20][C:15]=2[S:12]([NH:11][C@H:8]([CH:9]=[O:10])[CH2:7][C:6]([OH:39])=[O:5])(=[O:13])=[O:14])[C:38]2[C:33](=[CH:34][CH:35]=[CH:36][CH:37]=2)[CH:32]=[CH:31][CH:30]=1, predict the reactants needed to synthesize it. The reactants are: C([O:5][C:6](=[O:39])[CH2:7][C@H:8]([NH:11][S:12]([C:15]1[CH:20]=[CH:19][C:18]([N:21]2[CH2:25][CH2:24][CH2:23][CH2:22]2)=[CH:17][C:16]=1[O:26][CH2:27][CH2:28][C:29]1[C:38]2[C:33](=[CH:34][CH:35]=[CH:36][CH:37]=2)[CH:32]=[CH:31][CH:30]=1)(=[O:14])=[O:13])[CH:9]=[O:10])(C)(C)C. (2) The reactants are: [CH3:1][O:2][C:3]1[CH:16]=[CH:15][C:6]([O:7][C:8]2[CH:9]=[N:10][C:11]([OH:14])=[N:12][CH:13]=2)=[CH:5][CH:4]=1.[CH3:17][N:18]([C:22]1[CH:27]=[CH:26][CH:25]=[CH:24][CH:23]=1)[C:19](Cl)=[O:20].N12CCN(CC1)CC2.O. Given the product [CH3:1][O:2][C:3]1[CH:16]=[CH:15][C:6]([O:7][C:8]2[CH:9]=[N:10][C:11]([O:14][C:19](=[O:20])[N:18]([CH3:17])[C:22]3[CH:27]=[CH:26][CH:25]=[CH:24][CH:23]=3)=[N:12][CH:13]=2)=[CH:5][CH:4]=1, predict the reactants needed to synthesize it. (3) Given the product [C:1]([N:4]1[C:13]2[C:8](=[CH:9][C:10]([C:14]([O:16][CH2:17][CH3:18])=[O:15])=[CH:11][CH:12]=2)[C@H:7]([NH2:19])[C@@H:6]([CH3:30])[C@@H:5]1[CH3:31])(=[O:3])[CH3:2], predict the reactants needed to synthesize it. The reactants are: [C:1]([N:4]1[C:13]2[C:8](=[CH:9][C:10]([C:14]([O:16][CH2:17][CH3:18])=[O:15])=[CH:11][CH:12]=2)[C@H:7]([NH:19]C(OCC2C=CC=CC=2)=O)[C@@H:6]([CH3:30])[C@@H:5]1[CH3:31])(=[O:3])[CH3:2]. (4) Given the product [CH3:1][C@@H:2]1[CH2:3][CH2:4][C@H:5]([O:8][C:9]2[C:18]([C:19]([F:20])([F:21])[F:22])=[C:17]3[C:12]([CH:13]=[CH:14][C:15]([CH:23]([OH:24])[CH3:26])=[CH:16]3)=[CH:11][CH:10]=2)[CH2:6][CH2:7]1, predict the reactants needed to synthesize it. The reactants are: [CH3:1][CH:2]1[CH2:7][CH2:6][CH:5]([O:8][C:9]2[C:18]([C:19]([F:22])([F:21])[F:20])=[C:17]3[C:12]([CH:13]=[CH:14][C:15]([CH:23]=[O:24])=[CH:16]3)=[CH:11][CH:10]=2)[CH2:4][CH2:3]1.O1CCC[CH2:26]1.C[Mg]Br.C1(C)C=CC=CC=1. (5) Given the product [NH:40]1[C:41]2[C:37](=[C:36]([C:34]3[CH:33]=[C:32]([NH:55][C:56](=[O:58])[CH3:57])[CH:31]=[C:30]([S:27]([C:23]4[CH:22]=[N:21][CH:26]=[CH:25][CH:24]=4)(=[O:29])=[O:28])[CH:35]=3)[CH:44]=[CH:43][CH:42]=2)[CH:38]=[CH:39]1, predict the reactants needed to synthesize it. The reactants are: ClC1C=C(NC(=O)C)C=C(S(C2C=NC=CC=2)(=O)=O)C=1.[N:21]1[CH:26]=[CH:25][CH:24]=[C:23]([S:27]([C:30]2[CH:31]=[C:32]([NH:55][C:56](=[O:58])[CH3:57])[CH:33]=[C:34]([C:36]3[CH:44]=[CH:43][CH:42]=[C:41]4[C:37]=3[CH:38]=[CH:39][N:40]4[Si](C(C)C)(C(C)C)C(C)C)[CH:35]=2)(=[O:29])=[O:28])[CH:22]=1. (6) Given the product [OH:15][CH2:14][CH2:13][C:6]1([CH2:4][OH:3])[CH2:11][CH2:10][CH2:9][NH:8][C:7]1=[O:12], predict the reactants needed to synthesize it. The reactants are: C([O:3][C:4]([C:6]1([CH2:13][C:14](OCC)=[O:15])[CH2:11][CH2:10][CH2:9][NH:8][C:7]1=[O:12])=O)C.[Cl-].[Ca+2].[Cl-].[BH4-].[Na+]. (7) Given the product [CH3:1][C:2]([CH3:14])=[CH:3][CH2:4][O:5][C:6]1[CH:7]=[C:8]([CH:11]=[CH:12][CH:13]=1)[CH2:9][NH2:10], predict the reactants needed to synthesize it. The reactants are: [CH3:1][C:2]([CH3:14])=[CH:3][CH2:4][O:5][C:6]1[CH:7]=[C:8]([CH:11]=[CH:12][CH:13]=1)[C:9]#[N:10].[H-].[Al+3].[Li+].[H-].[H-].[H-].O.[OH-].[Na+]. (8) Given the product [CH:1]1([C:4]2[CH:5]=[CH:6][CH:7]=[C:8]3[C:13]=2[N:12]=[C:11]([C:14]([F:23])([F:22])[C:15]2[CH:20]=[CH:19][C:18]([F:21])=[CH:17][N:16]=2)[N:10]=[C:9]3[OH:34])[CH2:3][CH2:2]1, predict the reactants needed to synthesize it. The reactants are: [CH:1]1([C:4]2[CH:5]=[CH:6][CH:7]=[C:8]3[C:13]=2[N:12]=[C:11]([C:14]([F:23])([F:22])[C:15]2[CH:20]=[CH:19][C:18]([F:21])=[CH:17][N:16]=2)[N:10]=[C:9]3SC)[CH2:3][CH2:2]1.ClC1C=CC=C(C(OO)=[O:34])C=1.S([O-])([O-])(=O)=S.[Na+].[Na+].C(=O)(O)[O-].[Na+].CC1NN=C(N)C=1. (9) The reactants are: [CH3:1][O:2][C:3](=[O:17])[C:4]1[CH:9]=[C:8]([N:10]2[CH2:14][CH2:13][CH2:12][C:11]2=[O:15])[CH:7]=[C:6](N)[CH:5]=1.[N-]=[N+]=[N-].[Na+].[OH2:22]. Given the product [CH3:1][O:2][C:3](=[O:17])[C:4]1[CH:9]=[C:8]([N:10]2[CH2:14][CH2:13][CH2:12][C:11]2=[O:15])[CH:7]=[C:6]([OH:22])[CH:5]=1, predict the reactants needed to synthesize it.